Dataset: Acute oral toxicity (LD50) regression data from Zhu et al.. Task: Regression/Classification. Given a drug SMILES string, predict its toxicity properties. Task type varies by dataset: regression for continuous values (e.g., LD50, hERG inhibition percentage) or binary classification for toxic/non-toxic outcomes (e.g., AMES mutagenicity, cardiotoxicity, hepatotoxicity). Dataset: ld50_zhu. (1) The drug is COP(=S)(OC)C(C(=O)O)c1ccccc1. The rat oral LD50 is 1.76, given as -log10 of the dose in mol/kg body weight (higher means more acutely toxic). (2) The molecule is CCC(=C(c1ccc(OCCN(C)C)cc1)c1ccc(OP(=O)(O)O)cc1)c1ccc(C(C)C)cc1. The rat oral LD50 is 2.81, given as -log10 of the dose in mol/kg body weight (higher means more acutely toxic). (3) The rat oral LD50 is 1.71, given as -log10 of the dose in mol/kg body weight (higher means more acutely toxic). The molecule is CC1(C)COC(c2ccccc2O)=N1. (4) The drug is CNC(=O)ON=C1SCOC1(C)C. The rat oral LD50 is 5.01, given as -log10 of the dose in mol/kg body weight (higher means more acutely toxic).